Dataset: Full USPTO retrosynthesis dataset with 1.9M reactions from patents (1976-2016). Task: Predict the reactants needed to synthesize the given product. (1) Given the product [CH3:1][O:2][C:3]([C:5]1[CH:10]=[CH:9][CH:8]=[C:7]([CH2:11][N:12]2[CH2:13][CH2:14][N:15]([C@H:16]([C:21]([O:23][C:24]([CH3:27])([CH3:26])[CH3:25])=[O:22])[C:17]([CH3:20])([CH3:19])[CH3:18])[C:28]2=[O:29])[N:6]=1)=[O:4], predict the reactants needed to synthesize it. The reactants are: [CH3:1][O:2][C:3]([C:5]1[CH:10]=[CH:9][CH:8]=[C:7]([CH2:11][NH:12][CH2:13][CH2:14][NH:15][C@H:16]([C:21]([O:23][C:24]([CH3:27])([CH3:26])[CH3:25])=[O:22])[C:17]([CH3:20])([CH3:19])[CH3:18])[N:6]=1)=[O:4].[C:28](=O)(OC1C=CC([N+]([O-])=O)=CC=1)[O:29]C1C=CC([N+]([O-])=O)=CC=1.C(=O)(O)[O-].[Na+]. (2) Given the product [C:1]([O:5][C:6](=[O:7])[NH:8][CH:9]([C:10](=[O:12])[NH:26][CH:27]([CH:28]([C:30]1[O:31][C:32]2[CH:38]=[CH:37][CH:36]=[CH:35][C:33]=2[N:34]=1)[OH:29])[CH2:39][CH3:40])[CH:13]1[CH2:18][CH2:17][CH2:16][CH2:15][CH2:14]1)([CH3:2])([CH3:3])[CH3:4], predict the reactants needed to synthesize it. The reactants are: [C:1]([O:5][C:6]([NH:8][CH:9]([CH:13]1[CH2:18][CH2:17][CH2:16][CH2:15][CH2:14]1)[C:10]([OH:12])=O)=[O:7])([CH3:4])([CH3:3])[CH3:2].OC(C(F)(F)F)=O.[NH2:26][CH:27]([CH2:39][CH3:40])[CH:28]([C:30]1[O:31][C:32]2[CH:38]=[CH:37][CH:36]=[CH:35][C:33]=2[N:34]=1)[OH:29].C1C=CC2N(O)N=NC=2C=1.C(Cl)CCl.CN1CCOCC1. (3) The reactants are: CC1(C)C2C=CC=C(P(C3C=CC=CC=3)C3C=CC=CC=3)C=2OC2C1=CC=CC=2P(C1C=CC=CC=1)C1C=CC=CC=1.Br[C:44]1[CH:45]=[CH:46][CH:47]=[C:48]2[C:53]=1[CH:52]=[N:51][C:50]([NH:54][C:55]1[N:56]=[CH:57][C:58]([C:61]#[N:62])=[N:59][CH:60]=1)=[CH:49]2.C(=[NH:76])(C1C=CC=CC=1)C1C=CC=CC=1.C(=O)([O-])[O-].[Cs+].[Cs+].Cl. Given the product [NH2:76][C:44]1[CH:45]=[CH:46][CH:47]=[C:48]2[C:53]=1[CH:52]=[N:51][C:50]([NH:54][C:55]1[N:56]=[CH:57][C:58]([C:61]#[N:62])=[N:59][CH:60]=1)=[CH:49]2, predict the reactants needed to synthesize it. (4) Given the product [N:6]([C@@H:9]([C@@H:35]([C:42]1[CH:43]=[CH:44][C:45]([Cl:48])=[CH:46][CH:47]=1)[CH:36]1[CH2:37][CH2:38][O:39][CH2:40][CH2:41]1)[C:10]([NH:12][C:13]1[CH:18]=[CH:17][CH:16]=[C:15]([F:19])[C:14]=1[CH2:20][CH2:21][C@H:22]([NH:23][S:25]([C:28]1[CH:33]=[CH:32][C:31]([F:34])=[CH:30][CH:29]=1)(=[O:27])=[O:26])[CH2:24][NH:1][CH2:2][C@@H:3]([OH:5])[CH3:4])=[O:11])=[N+:7]=[N-:8], predict the reactants needed to synthesize it. The reactants are: [NH2:1][CH2:2][C@@H:3]([OH:5])[CH3:4].[N:6]([C@@H:9]([C@@H:35]([C:42]1[CH:47]=[CH:46][C:45]([Cl:48])=[CH:44][CH:43]=1)[CH:36]1[CH2:41][CH2:40][O:39][CH2:38][CH2:37]1)[C:10]([NH:12][C:13]1[CH:18]=[CH:17][CH:16]=[C:15]([F:19])[C:14]=1[CH2:20][CH2:21][CH:22]1[CH2:24][N@@:23]1[S:25]([C:28]1[CH:33]=[CH:32][C:31]([F:34])=[CH:30][CH:29]=1)(=[O:27])=[O:26])=[O:11])=[N+:7]=[N-:8]. (5) Given the product [Br:1][C:2]1[CH:3]=[CH:4][C:5]([O:19][CH3:20])=[C:6]2[C:11]=1[N:10]=[C:9]([C:12]1[CH:13]=[N:14][CH:15]=[CH:16][CH:17]=1)[N:8]=[C:7]2[NH:28][CH3:32], predict the reactants needed to synthesize it. The reactants are: [Br:1][C:2]1[CH:3]=[CH:4][C:5]([O:19][CH3:20])=[C:6]2[C:11]=1[N:10]=[C:9]([C:12]1[CH:13]=[N:14][CH:15]=[CH:16][CH:17]=1)[NH:8][C:7]2=O.F[P-](F)(F)(F)(F)F.[N:28]1(O[P+](N(C)C)(N(C)C)N(C)C)[C:32]2C=CC=CC=2N=N1.N12CCCN=C1CCCCC2.CN. (6) Given the product [NH2:5][CH2:6][CH2:7][CH2:8][CH2:9][O:10][C:11]1[CH:12]=[C:13]([CH:18]=[CH:19][CH:20]=1)[C:14]([O:16][CH3:17])=[O:15], predict the reactants needed to synthesize it. The reactants are: C1(=O)[N:5]([CH2:6][CH2:7][CH2:8][CH2:9][O:10][C:11]2[CH:12]=[C:13]([CH:18]=[CH:19][CH:20]=2)[C:14]([O:16][CH3:17])=[O:15])C(=O)C2=CC=CC=C12.O.NN. (7) Given the product [O:10]=[C:9]1[N:8]2[CH2:7][C@@H:6]([C:19]([OH:21])=[O:20])[CH2:5][CH2:4][C@@H:3]2[CH2:12][O:11]1, predict the reactants needed to synthesize it. The reactants are: OC[C@@H:3]1[N:8]([C:9]([O:11][CH2:12]C2C=CC=CC=2)=[O:10])[CH2:7][C@@H:6]([C:19]([O:21]C)=[O:20])[CH2:5][CH2:4]1.[Li+].[OH-].